From a dataset of Catalyst prediction with 721,799 reactions and 888 catalyst types from USPTO. Predict which catalyst facilitates the given reaction. (1) Reactant: [CH2:1]([N:11]1[C:23]2[CH:22]=[CH:21][CH:20]=[CH:19][C:18]=2[C:17]2[C:12]1=[CH:13][CH:14]=[CH:15][CH:16]=2)[CH2:2][CH2:3][CH2:4][CH2:5][CH2:6][CH2:7][CH2:8][CH2:9][CH3:10].[Br:24]N1C(=O)CCC1=O. Product: [Br:24][C:16]1[C:17]2[C:18]3[C:23](=[CH:22][CH:21]=[CH:20][CH:19]=3)[N:11]([CH2:1][CH2:2][CH2:3][CH2:4][CH2:5][CH2:6][CH2:7][CH2:8][CH2:9][CH3:10])[C:12]=2[CH:13]=[CH:14][CH:15]=1. The catalyst class is: 4. (2) Reactant: [S:1]1[C:5]2[CH:6]=[CH:7][CH:8]=[CH:9][C:4]=2[N:3]=[C:2]1[CH:10]([C:12]1[CH:17]=[CH:16][CH:15]=[C:14]([O:18][CH2:19][CH2:20][CH3:21])[CH:13]=1)[OH:11].[Mn]([O-])(=O)(=O)=O.[Ba+2].[Mn]([O-])(=O)(=O)=O. The catalyst class is: 10. Product: [S:1]1[C:5]2[CH:6]=[CH:7][CH:8]=[CH:9][C:4]=2[N:3]=[C:2]1[C:10]([C:12]1[CH:17]=[CH:16][CH:15]=[C:14]([O:18][CH2:19][CH2:20][CH3:21])[CH:13]=1)=[O:11].